From a dataset of Catalyst prediction with 721,799 reactions and 888 catalyst types from USPTO. Predict which catalyst facilitates the given reaction. Product: [CH:18]([CH:2]1[CH2:7][CH2:6][N:5]([C:8]([O:10][CH2:11][C:12]2[CH:13]=[CH:14][CH:15]=[CH:16][CH:17]=2)=[O:9])[CH2:4][CH2:3]1)=[O:19]. Reactant: C[C:2]1([C:18]([O-])=[O:19])[CH2:7][CH2:6][N:5]([C:8]([O:10][CH2:11][C:12]2[CH:17]=[CH:16][CH:15]=[CH:14][CH:13]=2)=[O:9])[CH2:4][CH2:3]1.CC(C[AlH]CC(C)C)C.CO.[Cl-].[Na+]. The catalyst class is: 11.